Dataset: Full USPTO retrosynthesis dataset with 1.9M reactions from patents (1976-2016). Task: Predict the reactants needed to synthesize the given product. (1) Given the product [F:12][C:6]1[CH:7]=[C:8]([F:11])[CH:9]=[CH:10][C:5]=1[CH:3]([OH:4])[CH:2]([NH:1][C:35]([C:28]1[C:29]2[C:34](=[CH:33][CH:32]=[CH:31][CH:30]=2)[C:25]([F:24])=[CH:26][CH:27]=1)=[O:36])[CH2:13][C:14]1[CH:19]=[CH:18][C:17]([C:20]([F:23])([F:22])[F:21])=[CH:16][CH:15]=1, predict the reactants needed to synthesize it. The reactants are: [NH2:1][CH:2]([CH2:13][C:14]1[CH:19]=[CH:18][C:17]([C:20]([F:23])([F:22])[F:21])=[CH:16][CH:15]=1)[CH:3]([C:5]1[CH:10]=[CH:9][C:8]([F:11])=[CH:7][C:6]=1[F:12])[OH:4].[F:24][C:25]1[C:34]2[C:29](=[CH:30][CH:31]=[CH:32][CH:33]=2)[C:28]([C:35](O)=[O:36])=[CH:27][CH:26]=1.Cl.C(N=C=NCCCN(C)C)C.ON1C2C=CC=CC=2N=N1. (2) The reactants are: Cl[C:2]1[S:3][C:4]([S:8]([NH:11][CH:12]2[CH2:17][CH2:16][S:15](=[O:19])(=[O:18])[CH2:14][CH2:13]2)(=[O:10])=[O:9])=[C:5]([CH3:7])[N:6]=1.[F:20][C:21]([F:35])([F:34])[C:22]1[NH:33][C:25]2=[N:26][CH:27]=[CH:28][C:29](B(O)O)=[C:24]2[CH:23]=1.C(=O)(O)[O-].[Na+]. Given the product [O:18]=[S:15]1(=[O:19])[CH2:16][CH2:17][CH:12]([NH:11][S:8]([C:4]2[S:3][C:2]([C:29]3[CH:28]=[CH:27][N:26]=[C:25]4[NH:33][C:22]([C:21]([F:34])([F:35])[F:20])=[CH:23][C:24]=34)=[N:6][C:5]=2[CH3:7])(=[O:10])=[O:9])[CH2:13][CH2:14]1, predict the reactants needed to synthesize it. (3) Given the product [Cl:39][C:34]1[CH:35]=[CH:36][CH:37]=[CH:38][C:33]=1[S:32][C:9]1[C:10]([NH:13][C:14]2[S:18][N:17]=[C:16]([CH:19]3[CH2:24][CH2:23][N:22]([C:25]([O:27][C:28]([CH3:31])([CH3:30])[CH3:29])=[O:26])[CH2:21][CH2:20]3)[N:15]=2)=[N:11][CH:12]=[C:7]([O:6][C:5]2[CH:40]=[CH:41][C:2]([CH:51]=[O:52])=[CH:3][CH:4]=2)[CH:8]=1, predict the reactants needed to synthesize it. The reactants are: Br[C:2]1[CH:41]=[CH:40][C:5]([O:6][C:7]2[CH:8]=[C:9]([S:32][C:33]3[CH:38]=[CH:37][CH:36]=[CH:35][C:34]=3[Cl:39])[C:10]([NH:13][C:14]3[S:18][N:17]=[C:16]([CH:19]4[CH2:24][CH2:23][N:22]([C:25]([O:27][C:28]([CH3:31])([CH3:30])[CH3:29])=[O:26])[CH2:21][CH2:20]4)[N:15]=3)=[N:11][CH:12]=2)=[CH:4][CH:3]=1.C[Li].C([Li])CCC.CN(C)[CH:51]=[O:52].[NH4+].[Cl-].